Dataset: Full USPTO retrosynthesis dataset with 1.9M reactions from patents (1976-2016). Task: Predict the reactants needed to synthesize the given product. (1) Given the product [C:4]([O:6][CH2:11][CH2:10][Cl:13])(=[O:5])/[CH:3]=[CH:2]/[C:1]([O:8][CH3:9])=[O:7], predict the reactants needed to synthesize it. The reactants are: [C:1]([O:8][CH3:9])(=[O:7])/[CH:2]=[CH:3]/[C:4]([OH:6])=[O:5].[CH:10](=O)[CH3:11].[Cl:13]CCl. (2) The reactants are: FC(F)(F)C([N:5]([CH2:15][CH:16]1[CH2:21][CH2:20][N:19]([S:22]([CH3:25])(=[O:24])=[O:23])[CH2:18][CH2:17]1)[C@@H:6]1[CH2:8][C@H:7]1[C:9]1[CH:14]=[CH:13][CH:12]=[CH:11][CH:10]=1)=O.[OH-].[K+]. Given the product [CH3:25][S:22]([N:19]1[CH2:20][CH2:21][CH:16]([CH2:15][NH:5][C@@H:6]2[CH2:8][C@H:7]2[C:9]2[CH:14]=[CH:13][CH:12]=[CH:11][CH:10]=2)[CH2:17][CH2:18]1)(=[O:24])=[O:23], predict the reactants needed to synthesize it. (3) Given the product [O:9]1[C:13]([C:14]2[CH:15]=[CH:16][C:17]([NH:20][N:21]=[CH:7][C:4]3[CH:3]=[CH:2][N:1]=[CH:6][CH:5]=3)=[CH:18][CH:19]=2)=[CH:12][N:11]=[CH:10]1, predict the reactants needed to synthesize it. The reactants are: [N:1]1[CH:6]=[CH:5][C:4]([CH:7]=O)=[CH:3][CH:2]=1.[O:9]1[C:13]([C:14]2[CH:19]=[CH:18][C:17]([NH:20][NH2:21])=[CH:16][CH:15]=2)=[CH:12][N:11]=[CH:10]1.